Dataset: Forward reaction prediction with 1.9M reactions from USPTO patents (1976-2016). Task: Predict the product of the given reaction. (1) Given the reactants [Cl:1][C:2]1[C:3]([O:14][CH3:15])=[CH:4][C:5]([O:12][CH3:13])=[C:6]([CH2:8][C:9]([OH:11])=O)[CH:7]=1.C(Cl)(=O)C(Cl)=O.FC(F)(F)C(O)=O.[NH:29]1[CH2:33][CH2:32][C:31]([C:34]2[CH:39]=[CH:38][C:37]([NH:40][C:41]([NH:43][CH3:44])=[O:42])=[CH:36][CH:35]=2)=[N:30]1, predict the reaction product. The product is: [Cl:1][C:2]1[C:3]([O:14][CH3:15])=[CH:4][C:5]([O:12][CH3:13])=[C:6]([CH2:8][C:9]([N:29]2[CH2:33][CH2:32][C:31]([C:34]3[CH:35]=[CH:36][C:37]([NH:40][C:41]([NH:43][CH3:44])=[O:42])=[CH:38][CH:39]=3)=[N:30]2)=[O:11])[CH:7]=1. (2) Given the reactants [F:1][C:2]1[CH:10]=[CH:9][CH:8]=[CH:7][C:3]=1[C:4]([NH2:6])=[O:5].[H-].[Na+].[C:13](Cl)(=[O:22])[CH:14]=[CH:15][C:16]1[CH:21]=[CH:20][CH:19]=[CH:18][CH:17]=1.Cl, predict the reaction product. The product is: [C:13]([NH:6][C:4](=[O:5])[C:3]1[CH:7]=[CH:8][CH:9]=[CH:10][C:2]=1[F:1])(=[O:22])/[CH:14]=[CH:15]/[C:16]1[CH:21]=[CH:20][CH:19]=[CH:18][CH:17]=1. (3) Given the reactants NC1C=C(C(C2C=CC(OC)=C(OCC)C=2)=CC#N)C=CC=1OC.[CH3:25][O:26][C:27]1[CH:28]=[C:29]([C:36]([C:40]2[CH:45]=[C:44]([O:46][CH3:47])[CH:43]=[C:42]([O:48][CH3:49])[CH:41]=2)=[CH:37][C:38]#[N:39])[CH:30]=[CH:31][C:32]=1[N+:33]([O-])=O.O.O.[Sn](Cl)(Cl)(Cl)Cl, predict the reaction product. The product is: [NH2:33][C:32]1[CH:31]=[CH:30][C:29]([C:36]([C:40]2[CH:45]=[C:44]([O:46][CH3:47])[CH:43]=[C:42]([O:48][CH3:49])[CH:41]=2)=[CH:37][C:38]#[N:39])=[CH:28][C:27]=1[O:26][CH3:25]. (4) The product is: [CH:13]([O:16][C:17]1[CH:25]=[CH:24][C:23]([S:26]([CH3:29])(=[O:28])=[O:27])=[CH:22][C:18]=1[C:19]([N:9]1[CH2:8][CH2:7][C:6]2[C:11](=[CH:12][C:3]([C:1]#[N:2])=[CH:4][CH:5]=2)[CH2:10]1)=[O:20])([CH3:15])[CH3:14]. Given the reactants [C:1]([C:3]1[CH:12]=[C:11]2[C:6]([CH2:7][CH2:8][NH:9][CH2:10]2)=[CH:5][CH:4]=1)#[N:2].[CH:13]([O:16][C:17]1[CH:25]=[CH:24][C:23]([S:26]([CH3:29])(=[O:28])=[O:27])=[CH:22][C:18]=1[C:19](O)=[O:20])([CH3:15])[CH3:14], predict the reaction product.